This data is from Catalyst prediction with 721,799 reactions and 888 catalyst types from USPTO. The task is: Predict which catalyst facilitates the given reaction. (1) Reactant: Br[C:2]1[C:3]([NH:14][C:15]2[C:24]3[C:19](=[CH:20][C:21]([F:26])=[CH:22][C:23]=3[F:25])[N:18]=[C:17]([C:27]3[CH:32]=[CH:31][CH:30]=[CH:29][N:28]=3)[C:16]=2[CH3:33])=[CH:4][C:5]([N:8]2[CH2:13][CH2:12][O:11][CH2:10][CH2:9]2)=[N:6][CH:7]=1.CC1(C)C(C)(C)OB([C:42]2[CH:47]=[CH:46][C:45]([NH:48][C:49]([NH2:51])=[O:50])=[CH:44][CH:43]=2)O1.C1(P(C2CCCCC2)C2CCCCC2)CCCCC1.[O-]P([O-])([O-])=O.[K+].[K+].[K+]. Product: [F:25][C:23]1[CH:22]=[C:21]([F:26])[CH:20]=[C:19]2[C:24]=1[C:15]([NH:14][C:3]1[CH:4]=[C:5]([N:8]3[CH2:13][CH2:12][O:11][CH2:10][CH2:9]3)[N:6]=[CH:7][C:2]=1[C:42]1[CH:47]=[CH:46][C:45]([NH:48][C:49]([NH2:51])=[O:50])=[CH:44][CH:43]=1)=[C:16]([CH3:33])[C:17]([C:27]1[CH:32]=[CH:31][CH:30]=[CH:29][N:28]=1)=[N:18]2. The catalyst class is: 552. (2) Reactant: C[O:2][CH:3](OC)[CH2:4][N:5]1[C:9]2[C:10]([C:14]([O:16][CH3:17])=[O:15])=[CH:11][CH:12]=[CH:13][C:8]=2[N:7]=[C:6]1C(C)C.O.FC(F)(F)C(O)=O. Product: [O:2]=[CH:3][CH2:4][N:5]1[C:9]2[C:10]([C:14]([O:16][CH3:17])=[O:15])=[CH:11][CH:12]=[CH:13][C:8]=2[N:7]=[CH:6]1. The catalyst class is: 2.